Task: Predict the reaction yield, written as a fraction of the theoretical maximum amount of product (1.0 means a 100% yield; for example, 0.34 means a 34% yield).. Dataset: Reaction yield outcomes from USPTO patents with 853,638 reactions (1) The reactants are [C:1]1([C@@H:7]([NH2:9])[CH3:8])[CH:6]=[CH:5][CH:4]=[CH:3][CH:2]=1.[CH2:10]([N:17]1[CH2:22][CH2:21][C:20](=O)[CH2:19][CH2:18]1)[C:11]1[CH:16]=[CH:15][CH:14]=[CH:13][CH:12]=1. The catalyst is C1C=CC=CC=1.O. The product is [CH2:10]([N:17]1[CH2:22][CH2:21][C:20](=[N:9][C@H:7]([C:1]2[CH:6]=[CH:5][CH:4]=[CH:3][CH:2]=2)[CH3:8])[CH2:19][CH2:18]1)[C:11]1[CH:16]=[CH:15][CH:14]=[CH:13][CH:12]=1. The yield is 0.840. (2) The reactants are [N+]([O-])([O-])=O.[Ce+4].[NH4+].[N+]([O-])([O-])=O.[N+]([O-])([O-])=O.[N+]([O-])([O-])=O.[N+]([O-])([O-])=O.C(=O)(O)[O-].[Na+].[C:28]1([O:33][Si](C)(C)C)[CH2:32][CH2:31][CH2:30][CH:29]=1.C[Si](C)(C)[O:40][C:41]([CH3:43])=[CH2:42]. The catalyst is C(#N)C.O. The product is [O:40]=[C:41]([CH3:43])[CH2:42][CH:29]1[CH2:30][CH2:31][CH2:32][C:28]1=[O:33]. The yield is 0.491. (3) The reactants are Cl[C:2]1[CH:7]=[C:6]([N:8]2[CH2:13][CH2:12][O:11][CH2:10][CH2:9]2)[N:5]2[N:14]=[C:15]([C:17]3[CH:18]=[N:19][CH:20]=[N:21][CH:22]=3)[CH:16]=[C:4]2[N:3]=1.O.[NH2:24][NH2:25]. The catalyst is O1CCOCC1. The product is [N:8]1([C:6]2[N:5]3[N:14]=[C:15]([C:17]4[CH:18]=[N:19][CH:20]=[N:21][CH:22]=4)[CH:16]=[C:4]3[N:3]=[C:2]([NH:24][NH2:25])[CH:7]=2)[CH2:13][CH2:12][O:11][CH2:10][CH2:9]1. The yield is 0.960.